From a dataset of Full USPTO retrosynthesis dataset with 1.9M reactions from patents (1976-2016). Predict the reactants needed to synthesize the given product. (1) Given the product [CH:17]1[CH:16]=[C:15]([F:19])[C:3]([CH2:4][N:5]2[N:6]=[N:7][C:8]([C:10]([NH2:20])=[O:11])=[CH:9]2)=[C:2]([F:1])[CH:18]=1, predict the reactants needed to synthesize it. The reactants are: [F:1][C:2]1[CH:18]=[CH:17][CH:16]=[C:15]([F:19])[C:3]=1[CH2:4][N:5]1[CH:9]=[C:8]([C:10](OCC)=[O:11])[N:7]=[N:6]1.[NH3:20].C(O)=O.C(O)CCC. (2) Given the product [CH3:35][O:34][C:26]1[C:25]([N:9]2[CH:8]=[C:5]([CH3:4])[N:6]=[CH:7]2)=[CH:30][N:29]=[C:28]([C:31]([OH:14])=[O:32])[CH:27]=1, predict the reactants needed to synthesize it. The reactants are: BrC1C(OC)=[CH:4][C:5]([C:8]#[N:9])=[N:6][CH:7]=1.C(Cl)(=O)C(Cl)=[O:14].N1C=CC=CC=1.Br[C:25]1[C:26]([O:34][CH3:35])=[CH:27][C:28]([C:31](N)=[O:32])=[N:29][CH:30]=1. (3) The reactants are: [OH:1][C:2]1[CH:9]=[CH:8][C:5]([CH:6]=[O:7])=[CH:4][CH:3]=1.C(=O)([O-])[O-].[K+].[K+].Br[CH2:17][P:18](=[O:27])([O:23][CH:24]([CH3:26])[CH3:25])[O:19][CH:20]([CH3:22])[CH3:21]. Given the product [CH:6]([C:5]1[CH:8]=[CH:9][C:2]([O:1][CH2:17][P:18](=[O:27])([O:19][CH:20]([CH3:22])[CH3:21])[O:23][CH:24]([CH3:26])[CH3:25])=[CH:3][CH:4]=1)=[O:7], predict the reactants needed to synthesize it. (4) Given the product [CH3:1][O:2][C:3]([C:5]1[C:6]2[CH:7]=[N:8][N:9]([CH2:14][C:15]3[CH:20]=[N:19][C:18]([CH3:21])=[CH:17][N:16]=3)[C:10]=2[CH:11]=[CH:12][CH:13]=1)=[O:4], predict the reactants needed to synthesize it. The reactants are: [CH3:1][O:2][C:3]([C:5]1[C:6]2[CH:7]=[N:8][NH:9][C:10]=2[CH:11]=[CH:12][CH:13]=1)=[O:4].[CH3:14][C:15]1[N:16]=[CH:17][C:18]([CH2:21]OS(C)(=O)=O)=[N:19][CH:20]=1. (5) The reactants are: [NH2:1][CH:2]([C:10]1[C:15]([O:16][CH3:17])=[CH:14][CH:13]=[CH:12][C:11]=1[O:18][CH3:19])[CH2:3][CH2:4][CH2:5][C:6]([O:8]C)=O.[N:20]1[C:29]2[C:24](=[CH:25][CH:26]=[CH:27][CH:28]=2)[CH:23]=[C:22]([CH:30]=O)[CH:21]=1. Given the product [CH3:19][O:18][C:11]1[CH:12]=[CH:13][CH:14]=[C:15]([O:16][CH3:17])[C:10]=1[CH:2]1[N:1]([CH2:30][C:22]2[CH:21]=[N:20][C:29]3[C:24]([CH:23]=2)=[CH:25][CH:26]=[CH:27][CH:28]=3)[C:6](=[O:8])[CH2:5][CH2:4][CH2:3]1, predict the reactants needed to synthesize it. (6) Given the product [Br:13][C:9]1[C:10]([F:12])=[CH:11][C:6]([CH2:5][O:4][C:3]23[CH2:27][CH:18]4[CH2:19][CH:20]([CH2:26][CH:24]([CH2:25]4)[CH2:2]2)[CH2:21]3)=[C:7]([Cl:14])[CH:8]=1, predict the reactants needed to synthesize it. The reactants are: Cl[C:2](Cl)(Cl)[C:3](=N)[O:4][CH2:5][C:6]1[CH:11]=[C:10]([F:12])[C:9]([Br:13])=[CH:8][C:7]=1[Cl:14].[C:18]12(O)[CH2:27]C3C[CH:24]([CH2:26][CH:20]([CH2:21]3)[CH2:19]1)[CH2:25]2.FC(F)(F)S(O)(=O)=O.